This data is from Reaction yield outcomes from USPTO patents with 853,638 reactions. The task is: Predict the reaction yield, written as a fraction of the theoretical maximum amount of product (1.0 means a 100% yield; for example, 0.34 means a 34% yield). (1) The reactants are [CH3:1][O-].[Na+].[N:4]#[C:5][NH2:6].[N:7]([C:10]1[CH:20]=[CH:19][C:13]([C:14]([N:16]([CH3:18])[CH3:17])=[O:15])=[CH:12][CH:11]=1)=[C:8]=[S:9].IC. No catalyst specified. The product is [C:5](/[N:6]=[C:8](\[S:9][CH3:1])/[NH:7][C:10]1[CH:20]=[CH:19][C:13]([C:14](=[O:15])[N:16]([CH3:18])[CH3:17])=[CH:12][CH:11]=1)#[N:4]. The yield is 0.470. (2) The reactants are [CH2:1]([OH:5])[CH2:2][C:3]#[CH:4].C([Li])CCC.Cl[Si:12]([CH3:15])([CH3:14])[CH3:13]. The catalyst is O1CCCC1. The product is [CH3:13][Si:12]([CH3:15])([CH3:14])[O:5][CH2:1][CH2:2][C:3]#[C:4][Si:12]([CH3:15])([CH3:14])[CH3:13]. The yield is 0.160. (3) The reactants are [Cl:1][C:2]1[CH:8]=[C:7]([O:9][C:10]2[C:19]3[C:14](=[CH:15][C:16]([O:22][CH3:23])=[C:17]([O:20][CH3:21])[CH:18]=3)[N:13]=[CH:12][N:11]=2)[CH:6]=[CH:5][C:3]=1[NH2:4].ClC(Cl)(O[C:28](=[O:34])OC(Cl)(Cl)Cl)Cl.[CH2:36]([NH:39][CH2:40][CH2:41][CH3:42])[CH2:37][CH3:38].CO. The catalyst is C(Cl)(Cl)Cl.C(N(CC)CC)C. The product is [Cl:1][C:2]1[CH:8]=[C:7]([O:9][C:10]2[C:19]3[C:14](=[CH:15][C:16]([O:22][CH3:23])=[C:17]([O:20][CH3:21])[CH:18]=3)[N:13]=[CH:12][N:11]=2)[CH:6]=[CH:5][C:3]=1[NH:4][C:28](=[O:34])[N:39]([CH2:40][CH2:41][CH3:42])[CH2:36][CH2:37][CH3:38]. The yield is 0.350. (4) The reactants are [CH3:1][O:2][C:3](=[O:24])[C@H:4]([CH3:23])[NH:5][C:6](=[O:22])[C@H:7]([CH3:21])[NH:8][C:9](=[O:20])[C@H:10]([CH2:12][CH2:13][CH2:14][CH2:15][NH:16][C:17](=[S:19])[CH3:18])[NH2:11].[N:25]([C:28]1[CH:36]=[CH:35][C:31]([C:32](O)=[O:33])=[CH:30][CH:29]=1)=[N+:26]=[N-:27].C1CN([P+](ON2N=NC3C=CC=CC2=3)(N2CCCC2)N2CCCC2)CC1.F[P-](F)(F)(F)(F)F.CCN(C(C)C)C(C)C. The catalyst is C1COCC1. The product is [CH3:1][O:2][C:3](=[O:24])[C@H:4]([CH3:23])[NH:5][C:6](=[O:22])[C@H:7]([CH3:21])[NH:8][C:9](=[O:20])[C@H:10]([CH2:12][CH2:13][CH2:14][CH2:15][NH:16][C:17](=[S:19])[CH3:18])[NH:11][C:32](=[O:33])[C:31]1[CH:30]=[CH:29][C:28]([N:25]=[N+:26]=[N-:27])=[CH:36][CH:35]=1. The yield is 0.820. (5) The reactants are CC1C=CC(S(O[CH:12]2[CH2:16][C:15]3[CH:17]=[CH:18][CH:19]=[C:20]([C:21]4[C:26]([Cl:27])=[CH:25][CH:24]=[CH:23][C:22]=4[Cl:28])[C:14]=3[O:13]2)(=O)=O)=CC=1.[CH2:29]([NH2:31])[CH3:30].Cl.[CH3:33]S(C)=O. The catalyst is O.C(OCC)(=O)C.C(O)(C)C. The product is [Cl:27][C:26]1[CH:25]=[CH:24][CH:23]=[C:22]([Cl:28])[C:21]=1[C:20]1[C:14]2[O:13][CH:12]([CH2:33][NH:31][CH2:29][CH3:30])[CH2:16][C:15]=2[CH:17]=[CH:18][CH:19]=1. The yield is 0.570. (6) The reactants are Cl[C:2]1[N:7]=[C:6]([C:8]2[CH:9]=[N:10][CH:11]=[CH:12][CH:13]=2)[C:5]([Cl:14])=[CH:4][N:3]=1.[NH2:15][C@@H:16]1[CH2:21][CH2:20][CH2:19][C@H:18]([NH:22][C:23](=[O:29])[O:24][C:25]([CH3:28])([CH3:27])[CH3:26])[CH2:17]1.CCN(C(C)C)C(C)C. The catalyst is CN1C(=O)CCC1.CCOC(C)=O. The product is [Cl:14][C:5]1[C:6]([C:8]2[CH:9]=[N:10][CH:11]=[CH:12][CH:13]=2)=[N:7][C:2]([NH:15][C@@H:16]2[CH2:21][CH2:20][CH2:19][C@H:18]([NH:22][C:23](=[O:29])[O:24][C:25]([CH3:27])([CH3:26])[CH3:28])[CH2:17]2)=[N:3][CH:4]=1. The yield is 0.540.